Dataset: Experimentally validated miRNA-target interactions with 360,000+ pairs, plus equal number of negative samples. Task: Binary Classification. Given a miRNA mature sequence and a target amino acid sequence, predict their likelihood of interaction. (1) The protein sequence of the target gene is MLARTIQRFSVVAKRGYAAAAPAANANPEELRLTFASPDTAVFSNAVVKQVDVPTLAGMVGVLANHVPTIGVLKPGVVSVTTNEGTVQRLFVSSGTLSVNIDGSCQVLAEEVLKVEEIDESAARAELDAAQRASGEGSEVARAEAQIRAEVAEALIKAATNQQ. Result: 0 (no interaction). The miRNA is hsa-miR-744-3p with sequence CUGUUGCCACUAACCUCAACCU. (2) Result: 1 (interaction). The miRNA is hsa-miR-4668-5p with sequence AGGGAAAAAAAAAAGGAUUUGUC. The protein sequence of the target gene is MTLEAIRYSRGSLQILDQLLLPKQSRYEAVGSVHQAWEAIRAMKVRGAPAIALVGCLSLAVELQAGAGGPGLAALVAFVRDKLSFLVTARPTAVNMARAARDLADVAAREAEREGATEEAVRERVICCTEDMLEKDLRDNRSIGDLGARHLLERVAPSGGKVTVLTHCNTGALATAGYGTALGVIRSLHSLGRLEHAFCTETRPYNQGARLTAFELVYEQIPATLITDSMVAAAMAHRGVSAVVVGADRVVANGDTANKVGTYQLAIVAKHHGIPFYVAAPSSSCDLRLETGKEIIIEER.... (3) The miRNA is mmu-miR-140-5p with sequence CAGUGGUUUUACCCUAUGGUAG. The protein sequence of the target gene is MDTAEEDICRVCRSEGTPEKPLYHPCVCTGSIKFIHQECLVQWLKHSRKEYCELCKHRFAFTPIYSPDMPSRLPIQDIFAGLVTSIGTAIRYWFHYTLVAFAWLGVVPLTACRIYKCLFTGSVSSLLTLPLDMLSTENLLADCLQGCFVVTCTLCAFISLVWLREQIVHGGAPIWLEHAAPPFNAAGHHQNEAPVGGNGAENPAADQPANPAGENAVLGENPDAQDGQAEEEEEDNEEEDDAGVEDAADANNGAQDDMNWNALEWDRAAEELTWERMLGLDGSLVFLEHVFWVVSLNTLF.... Result: 0 (no interaction). (4) The miRNA is hsa-miR-9-5p with sequence UCUUUGGUUAUCUAGCUGUAUGA. The protein sequence of the target gene is MGPPHSGPGGVRVGALLLLGVLGLVSGLSLEPVYWNSANKRFQAEGGYVLYPQIGDRLDLLCPRARPPGPHSSPNYEFYKLYLVGGAQGRRCEAPPAPNLLLTCDRPDLDLRFTIKFQEYSPNLWGHEFRSHHDYYIIATSDGTREGLESLQGGVCLTRGMKVLLRVGQSPRGGAVPRKPVSEMPMERDRGAAHSLEPGKENLPGDPTSNATSRGAEGPLPPPSMPAVAGAAGGLALLLLGVAGAGGAMCWRRRRAKPSESRHPGPGSFGRGGSLGLGGGGGMGPREAEPGELGIALRGG.... Result: 0 (no interaction).